From a dataset of Forward reaction prediction with 1.9M reactions from USPTO patents (1976-2016). Predict the product of the given reaction. (1) Given the reactants [CH3:1][O:2][C:3]1[CH:4]=[C:5]([NH2:10])[C:6]([NH2:9])=[CH:7][CH:8]=1.[CH3:11][C:12]([O:15][C:16](O[C:16]([O:15][C:12]([CH3:14])([CH3:13])[CH3:11])=[O:17])=[O:17])([CH3:14])[CH3:13].II, predict the reaction product. The product is: [NH2:10][C:5]1[CH:4]=[C:3]([O:2][CH3:1])[CH:8]=[CH:7][C:6]=1[NH:9][C:16](=[O:17])[O:15][C:12]([CH3:14])([CH3:13])[CH3:11]. (2) Given the reactants [NH2:1][CH:2]1[CH2:7][CH2:6][CH:5]([C:8]([OH:10])=[O:9])[CH2:4][CH2:3]1.C(=O)([O-])[O-].[K+].[K+].[C:17](O[C:17]([O:19][C:20]([CH3:23])([CH3:22])[CH3:21])=[O:18])([O:19][C:20]([CH3:23])([CH3:22])[CH3:21])=[O:18].CC(C)=O, predict the reaction product. The product is: [C:20]([O:19][C:17]([NH:1][CH:2]1[CH2:7][CH2:6][CH:5]([C:8]([OH:10])=[O:9])[CH2:4][CH2:3]1)=[O:18])([CH3:23])([CH3:22])[CH3:21]. (3) Given the reactants C([O:3][C:4](=O)[C:5]([CH3:18])([CH3:17])[CH2:6][CH2:7][CH2:8][O:9][Si:10]([C:13]([CH3:16])([CH3:15])[CH3:14])([CH3:12])[CH3:11])C.[H-].C([Al+]CC(C)C)C(C)C.C1(C)C=CC=CC=1.C(OCC)(=O)C.[C@H](O)(C([O-])=O)[C@@H](O)C([O-])=O.[Na+].[K+], predict the reaction product. The product is: [C:13]([Si:10]([CH3:12])([CH3:11])[O:9][CH2:8][CH2:7][CH2:6][C:5]([CH3:18])([CH3:17])[CH2:4][OH:3])([CH3:16])([CH3:15])[CH3:14].